Dataset: Full USPTO retrosynthesis dataset with 1.9M reactions from patents (1976-2016). Task: Predict the reactants needed to synthesize the given product. (1) Given the product [Cl:1][C:2]1[CH:10]=[C:9]2[C:5]([C:6]([C:11]([OH:13])=[O:12])=[N:7][NH:8]2)=[CH:4][C:3]=1[C:15]#[C:16][C:17]1[CH:22]=[CH:21][CH:20]=[CH:19][CH:18]=1, predict the reactants needed to synthesize it. The reactants are: [Cl:1][C:2]1[CH:10]=[C:9]2[C:5]([C:6]([C:11]([O:13]C)=[O:12])=[N:7][NH:8]2)=[CH:4][C:3]=1[C:15]#[C:16][C:17]1[CH:22]=[CH:21][CH:20]=[CH:19][CH:18]=1. (2) Given the product [CH3:1][O:2][C:3](=[O:21])[C:4]1[CH:9]=[C:8]([C:10]#[CH:11])[C:7]([C:16]([F:18])([F:17])[F:19])=[CH:6][C:5]=1[NH2:20], predict the reactants needed to synthesize it. The reactants are: [CH3:1][O:2][C:3](=[O:21])[C:4]1[CH:9]=[C:8]([C:10]#[C:11][Si](C)(C)C)[C:7]([C:16]([F:19])([F:18])[F:17])=[CH:6][C:5]=1[NH2:20].CCCC[N+](CCCC)(CCCC)CCCC.[F-]. (3) Given the product [C:1]1([CH:7]([C:35]2[CH:36]=[CH:37][CH:38]=[CH:39][CH:40]=2)[N:8]2[C:16]3[C:11](=[CH:12][CH:13]=[CH:14][CH:15]=3)[C:10]3([C:20]4[CH:21]=[C:22]([OH:41])[CH:23]=[CH:24][C:19]=4[O:18][CH2:17]3)[CH2:9]2)[CH:2]=[CH:3][CH:4]=[CH:5][CH:6]=1, predict the reactants needed to synthesize it. The reactants are: [C:1]1([CH:7]([C:35]2[CH:40]=[CH:39][CH:38]=[CH:37][CH:36]=2)[N:8]2[C:16]3[C:11](=[CH:12][CH:13]=[CH:14][CH:15]=3)[C:10]3([C:20]4[CH:21]=[C:22](B5OC(C)(C)C(C)(C)O5)[CH:23]=[CH:24][C:19]=4[O:18][CH2:17]3)[C:9]2=O)[CH:6]=[CH:5][CH:4]=[CH:3][CH:2]=1.[OH:41]O.[OH-].[Na+]. (4) Given the product [CH3:1][O:2][C:3]([C:5]1[S:6][C:7]([C:27]#[C:28][C:29]([CH3:30])([CH3:32])[CH3:31])=[CH:8][C:9]=1[N:10]([C:11]([CH:13]1[CH2:18][CH2:17][CH:16]([CH3:19])[CH2:15][CH2:14]1)=[O:12])[CH:20]1[CH2:25][CH2:24][CH:23]([S:39][C:35]2[N:34]([CH3:33])[CH:38]=[N:37][N:36]=2)[CH2:22][CH2:21]1)=[O:4], predict the reactants needed to synthesize it. The reactants are: [CH3:1][O:2][C:3]([C:5]1[S:6][C:7]([C:27]#[C:28][C:29]([CH3:32])([CH3:31])[CH3:30])=[CH:8][C:9]=1[N:10]([CH:20]1[CH2:25][CH2:24][CH:23](O)[CH2:22][CH2:21]1)[C:11]([CH:13]1[CH2:18][CH2:17][CH:16]([CH3:19])[CH2:15][CH2:14]1)=[O:12])=[O:4].[CH3:33][N:34]1[CH:38]=[N:37][N:36]=[C:35]1[SH:39].C1(P(C2C=CC=CC=2)C2C=CC=CC=2)C=CC=CC=1.CC(OC(/N=N/C(OC(C)C)=O)=O)C.C(N(CC)CC)C. (5) The reactants are: Br[C:2]1[CH:3]=[C:4]([CH:22]=[CH:23][C:24]=1[O:25][CH2:26][CH3:27])[CH2:5][O:6][C:7]1[CH:21]=[CH:20][C:10]2[CH:11]=[C:12]([CH:14]([NH:16][C:17](=[O:19])[CH3:18])[CH3:15])[O:13][C:9]=2[CH:8]=1.[CH:28]1(B(O)O)[CH2:30][CH2:29]1.C(O[K])(C)(C)C.C1(P(C2CCCCC2)C2CCCCC2)CCCCC1.C(=O)([O-])O.[Na+]. Given the product [CH:28]1([C:2]2[CH:3]=[C:4]([CH:22]=[CH:23][C:24]=2[O:25][CH2:26][CH3:27])[CH2:5][O:6][C:7]2[CH:21]=[CH:20][C:10]3[CH:11]=[C:12]([CH:14]([NH:16][C:17](=[O:19])[CH3:18])[CH3:15])[O:13][C:9]=3[CH:8]=2)[CH2:30][CH2:29]1, predict the reactants needed to synthesize it.